Dataset: Forward reaction prediction with 1.9M reactions from USPTO patents (1976-2016). Task: Predict the product of the given reaction. (1) The product is: [C:1]([O:5][C:6]([N:8]1[CH2:17][CH2:16][C:15]2[N:11]([C:12]([Br:20])=[N:13][N:14]=2)[CH2:10][CH2:9]1)=[O:7])([CH3:4])([CH3:2])[CH3:3]. Given the reactants [C:1]([O:5][C:6]([N:8]1[CH2:17][CH2:16][C:15]2[N:11]([CH:12]=[N:13][N:14]=2)[CH2:10][CH2:9]1)=[O:7])([CH3:4])([CH3:3])[CH3:2].[OH-].[Na+].[Br:20]Br.Cl, predict the reaction product. (2) Given the reactants [CH2:1]([O:3][C:4]([C:6]1([NH:16][C:17](=[O:26])[C:18]2[CH:23]=[CH:22][CH:21]=[C:20]([CH3:24])[C:19]=2I)[CH2:14][C:13]2[C:8](=[CH:9][CH:10]=[C:11]([F:15])[CH:12]=2)[CH2:7]1)=[O:5])[CH3:2].[CH:27](/B(O)O)=[CH:28]\[CH3:29].C([O-])([O-])=O.[K+].[K+], predict the reaction product. The product is: [CH2:1]([O:3][C:4]([C:6]1([NH:16][C:17](=[O:26])[C:18]2[CH:23]=[CH:22][CH:21]=[C:20]([CH3:24])[C:19]=2/[CH:27]=[CH:28]/[CH3:29])[CH2:14][C:13]2[C:8](=[CH:9][CH:10]=[C:11]([F:15])[CH:12]=2)[CH2:7]1)=[O:5])[CH3:2]. (3) Given the reactants [H-].[Al+3].[Li+].[H-].[H-].[H-].C[O:8][C:9](=O)[CH2:10][O:11][C:12]1[CH:17]=[CH:16][C:15]([C:18]([F:21])([F:20])[F:19])=[CH:14][CH:13]=1.O.[OH-].[Na+], predict the reaction product. The product is: [F:19][C:18]([F:20])([F:21])[C:15]1[CH:16]=[CH:17][C:12]([O:11][CH2:10][CH2:9][OH:8])=[CH:13][CH:14]=1. (4) Given the reactants [F:1][C:2]([F:29])([F:28])[C:3]1[CH:4]=[C:5]([NH:13][C:14]([N:16]2[CH2:21][CH2:20][N:19]([C:22]3[C:26](Cl)=[N:25][S:24][N:23]=3)[CH2:18][CH2:17]2)=[O:15])[CH:6]=[C:7]([C:9]([F:12])([F:11])[F:10])[CH:8]=1.CC(C)([O-])C.[K+].C(O)(C)(C)C.[F:41][C:42]1[CH:47]=[C:46]([CH2:48][OH:49])[CH:45]=[CH:44][N:43]=1, predict the reaction product. The product is: [F:1][C:2]([F:29])([F:28])[C:3]1[CH:4]=[C:5]([NH:13][C:14]([N:16]2[CH2:21][CH2:20][N:19]([C:22]3[C:26]([O:49][CH2:48][C:46]4[CH:45]=[CH:44][N:43]=[C:42]([F:41])[CH:47]=4)=[N:25][S:24][N:23]=3)[CH2:18][CH2:17]2)=[O:15])[CH:6]=[C:7]([C:9]([F:12])([F:11])[F:10])[CH:8]=1. (5) Given the reactants [CH2:1]([C@H:3]1[C:7](=[O:8])[O:6][C:5](=[O:9])[NH:4]1)[CH3:2].Cl[C:11]([O:13][CH2:14][C:15]1[CH:20]=[CH:19][CH:18]=[CH:17][CH:16]=1)=[O:12].CN1CCOCC1.C(OCC)(=O)C.Cl, predict the reaction product. The product is: [CH2:1]([C@H:3]1[C:7](=[O:8])[O:6][C:5](=[O:9])[N:4]1[C:11]([O:13][CH2:14][C:15]1[CH:20]=[CH:19][CH:18]=[CH:17][CH:16]=1)=[O:12])[CH3:2].